This data is from Catalyst prediction with 721,799 reactions and 888 catalyst types from USPTO. The task is: Predict which catalyst facilitates the given reaction. (1) Reactant: Cl[C:2]1[CH:7]=[CH:6][C:5]([C:8]([F:11])([F:10])[F:9])=[CH:4][C:3]=1[N+:12]([O-:14])=O.O.[NH2:16][NH2:17]. Product: [OH:14][N:12]1[C:3]2[CH:4]=[C:5]([C:8]([F:11])([F:10])[F:9])[CH:6]=[CH:7][C:2]=2[N:17]=[N:16]1. The catalyst class is: 8. (2) Reactant: [CH3:1][N:2]1[CH2:7][CH2:6][C:5]([C:10]2[CH:15]=[CH:14][CH:13]=[CH:12][CH:11]=2)([C:8]#[N:9])[CH2:4][CH2:3]1.[H-].[H-].[H-].[H-].[Li+].[Al+3]. Product: [CH3:1][N:2]1[CH2:7][CH2:6][C:5]([CH2:8][NH2:9])([C:10]2[CH:15]=[CH:14][CH:13]=[CH:12][CH:11]=2)[CH2:4][CH2:3]1. The catalyst class is: 1. (3) Reactant: [CH2:1]([N:5]([CH2:51][CH2:52][CH2:53][CH3:54])[C:6]([C:8]1[C:12]([Cl:13])=[C:11]([CH2:14][CH2:15][OH:16])[N:10]([C:17]2[CH:22]=[CH:21][C:20]([C:23](=[O:38])[NH:24][S:25]([C:28]3[CH:37]=[CH:36][C:35]4[C:30](=[CH:31][CH:32]=[CH:33][CH:34]=4)[CH:29]=3)(=[O:27])=[O:26])=[CH:19][C:18]=2[C:39]([N:41]2[CH2:50][CH2:49][C:48]3[C:43](=[CH:44][CH:45]=[CH:46][CH:47]=3)[CH2:42]2)=[O:40])[N:9]=1)=[O:7])[CH2:2][CH2:3][CH3:4].ClC(Cl)(Cl)[C:57]([N:59]=C=O)=[O:58].C([O-])([O-])=O.[K+].[K+].O. Product: [C:57](=[O:58])([O:16][CH2:15][CH2:14][C:11]1[N:10]([C:17]2[CH:22]=[CH:21][C:20]([C:23](=[O:38])[NH:24][S:25]([C:28]3[CH:37]=[CH:36][C:35]4[C:30](=[CH:31][CH:32]=[CH:33][CH:34]=4)[CH:29]=3)(=[O:27])=[O:26])=[CH:19][C:18]=2[C:39]([N:41]2[CH2:50][CH2:49][C:48]3[C:43](=[CH:44][CH:45]=[CH:46][CH:47]=3)[CH2:42]2)=[O:40])[N:9]=[C:8]([C:6](=[O:7])[N:5]([CH2:1][CH2:2][CH2:3][CH3:4])[CH2:51][CH2:52][CH2:53][CH3:54])[C:12]=1[Cl:13])[NH2:59]. The catalyst class is: 61.